This data is from Peptide-MHC class I binding affinity with 185,985 pairs from IEDB/IMGT. The task is: Regression. Given a peptide amino acid sequence and an MHC pseudo amino acid sequence, predict their binding affinity value. This is MHC class I binding data. The peptide sequence is DTWHGFKNM. The MHC is HLA-B38:01 with pseudo-sequence HLA-B38:01. The binding affinity (normalized) is 0.0847.